This data is from NCI-60 drug combinations with 297,098 pairs across 59 cell lines. The task is: Regression. Given two drug SMILES strings and cell line genomic features, predict the synergy score measuring deviation from expected non-interaction effect. Drug 1: CCC1=CC2CC(C3=C(CN(C2)C1)C4=CC=CC=C4N3)(C5=C(C=C6C(=C5)C78CCN9C7C(C=CC9)(C(C(C8N6C)(C(=O)OC)O)OC(=O)C)CC)OC)C(=O)OC.C(C(C(=O)O)O)(C(=O)O)O. Drug 2: CC1=CC2C(CCC3(C2CCC3(C(=O)C)OC(=O)C)C)C4(C1=CC(=O)CC4)C. Cell line: RXF 393. Synergy scores: CSS=47.6, Synergy_ZIP=4.79, Synergy_Bliss=3.29, Synergy_Loewe=-34.3, Synergy_HSA=0.0353.